From a dataset of Full USPTO retrosynthesis dataset with 1.9M reactions from patents (1976-2016). Predict the reactants needed to synthesize the given product. (1) The reactants are: [N+:1]([C:4]1[CH:9]=[CH:8][C:7]([N:10]2[C:19]3[C:14](=[CH:15][C:16]([F:26])=[C:17]([N:20]4[CH2:25][CH2:24][NH:23][CH2:22][CH2:21]4)[CH:18]=3)[C:13](=[O:27])[C:12]([C:28]([OH:30])=[O:29])=[CH:11]2)=[C:6]([F:31])[CH:5]=1)([O-:3])=[O:2].Br[CH2:33][C:34]([C:36]1[CH:41]=[CH:40][C:39]([O:42][CH3:43])=[CH:38][CH:37]=1)=[O:35].C(=O)(O)[O-].[Na+]. Given the product [N+:1]([C:4]1[CH:9]=[CH:8][C:7]([N:10]2[C:19]3[C:14](=[CH:15][C:16]([F:26])=[C:17]([N:20]4[CH2:25][CH2:24][N:23]([CH2:33][C:34]([C:36]5[CH:41]=[CH:40][C:39]([O:42][CH3:43])=[CH:38][CH:37]=5)=[O:35])[CH2:22][CH2:21]4)[CH:18]=3)[C:13](=[O:27])[C:12]([C:28]([OH:30])=[O:29])=[CH:11]2)=[C:6]([F:31])[CH:5]=1)([O-:3])=[O:2], predict the reactants needed to synthesize it. (2) Given the product [C:1]([O:5][C@@H:6]([C:11]1[C:40]([CH3:41])=[CH:39][C:38]2=[N:42][C:35]3=[CH:36][N:37]2[C:12]=1[N:13]1[CH2:14][CH2:15][C:16]([CH3:49])([O:17][CH2:18][CH:19]=[CH:20][CH2:21][C@H:22]([CH3:46])[O:23][C:24]2[CH:25]=[C:26]([F:45])[CH:27]=[C:28]([F:44])[C:29]=2[C:30]2[CH:43]=[C:34]3[CH:33]=[CH:32][CH:31]=2)[CH2:47][CH2:48]1)[C:7]([OH:9])=[O:8])([CH3:4])([CH3:2])[CH3:3], predict the reactants needed to synthesize it. The reactants are: [C:1]([O:5][C@@H:6]([C:11]1[C:40]([CH3:41])=[CH:39][C:38]2=[N:42][C:35]3=[CH:36][N:37]2[C:12]=1[N:13]1[CH2:48][CH2:47][C:16]([CH3:49])([O:17][CH2:18][CH:19]=[CH:20][CH2:21][C@H:22]([CH3:46])[O:23][C:24]2[CH:25]=[C:26]([F:45])[CH:27]=[C:28]([F:44])[C:29]=2[C:30]2[CH:43]=[C:34]3[CH:33]=[CH:32][CH:31]=2)[CH2:15][CH2:14]1)[C:7]([O:9]C)=[O:8])([CH3:4])([CH3:3])[CH3:2].C(O[C@@H](C1C(C)=CC2=NC3=CN2C=1N1CCC(C)(OCC=CC[C@H](C)OC2C=C(F)C=CC=2C2C=C3C=CC=2)CC1)C(O)=O)(C)(C)C. (3) Given the product [C:1]([O:5][C:6]([N:8]1[C:12]2[CH:13]=[CH:14][C:15]([Br:17])=[CH:16][C:11]=2[N:10]([CH3:21])[C:9]1=[O:18])=[O:7])([CH3:4])([CH3:2])[CH3:3], predict the reactants needed to synthesize it. The reactants are: [C:1]([O:5][C:6]([N:8]1[C:12]2[CH:13]=[CH:14][C:15]([Br:17])=[CH:16][C:11]=2[NH:10][C:9]1=[O:18])=[O:7])([CH3:4])([CH3:3])[CH3:2].IC.[C:21]([O-])([O-])=O.[K+].[K+].C(OCC)(=O)C. (4) Given the product [CH3:22][C:19]1([CH3:23])[CH2:20][CH2:21][C:16]([C:3]2[CH:4]=[C:5]([CH2:8][C:9](=[O:10])[NH:11][CH2:12][CH2:13][CH2:14][OH:15])[CH:6]=[CH:7][C:2]=2[NH:1][C:39]([C:28]2[N:29]([CH2:31][O:32][CH2:33][CH2:34][Si:35]([CH3:38])([CH3:37])[CH3:36])[CH:30]=[C:26]([C:24]#[N:25])[N:27]=2)=[O:40])=[CH:17][CH2:18]1, predict the reactants needed to synthesize it. The reactants are: [NH2:1][C:2]1[CH:7]=[CH:6][C:5]([CH2:8][C:9]([NH:11][CH2:12][CH2:13][CH2:14][OH:15])=[O:10])=[CH:4][C:3]=1[C:16]1[CH2:21][CH2:20][C:19]([CH3:23])([CH3:22])[CH2:18][CH:17]=1.[C:24]([C:26]1[N:27]=[C:28]([C:39]([O-])=[O:40])[N:29]([CH2:31][O:32][CH2:33][CH2:34][Si:35]([CH3:38])([CH3:37])[CH3:36])[CH:30]=1)#[N:25].[K+].C1CN([P+](Br)(N2CCCC2)N2CCCC2)CC1.F[P-](F)(F)(F)(F)F.CCN(C(C)C)C(C)C. (5) The reactants are: [CH:1]([C:4]1[CH:9]=[CH:8][C:7]([CH:10]2[C:14]3[C:15]([CH3:22])=[C:16]([NH2:21])[C:17]([CH3:20])=[C:18]([CH3:19])[C:13]=3[O:12][C:11]2([CH3:24])[CH3:23])=[CH:6][CH:5]=1)([CH3:3])[CH3:2].[CH3:25][O:26][C:27]1[CH:32]=[CH:31][C:30]([S:33](Cl)(=[O:35])=[O:34])=[CH:29][CH:28]=1.C(N(CC)CC)C. Given the product [CH:1]([C:4]1[CH:9]=[CH:8][C:7]([CH:10]2[C:14]3[C:15]([CH3:22])=[C:16]([NH:21][S:33]([C:30]4[CH:29]=[CH:28][C:27]([O:26][CH3:25])=[CH:32][CH:31]=4)(=[O:35])=[O:34])[C:17]([CH3:20])=[C:18]([CH3:19])[C:13]=3[O:12][C:11]2([CH3:24])[CH3:23])=[CH:6][CH:5]=1)([CH3:3])[CH3:2], predict the reactants needed to synthesize it.